Dataset: Reaction yield outcomes from USPTO patents with 853,638 reactions. Task: Predict the reaction yield, written as a fraction of the theoretical maximum amount of product (1.0 means a 100% yield; for example, 0.34 means a 34% yield). (1) The reactants are [Br:1][C:2]1[CH:3]=[C:4]2[C:9](=[CH:10][CH:11]=1)[N:8]=[CH:7][C:6]([C:12]1[CH:13]=[N:14][N:15]([CH2:17][CH2:18][OH:19])[CH:16]=1)=[C:5]2Cl.[CH3:21][O-:22].[Na+]. The catalyst is CO. The product is [Br:1][C:2]1[CH:3]=[C:4]2[C:9](=[CH:10][CH:11]=1)[N:8]=[CH:7][C:6]([C:12]1[CH:13]=[N:14][N:15]([CH2:17][CH2:18][OH:19])[CH:16]=1)=[C:5]2[O:22][CH3:21]. The yield is 0.540. (2) The reactants are [NH2:1][C:2]1[CH:3]=[CH:4][C:5]2[S:10][CH2:9][C:8](=[O:11])[NH:7][C:6]=2[CH:12]=1.[CH2:13]([C@H:15]1[O:17][CH2:16]1)[Cl:14]. The catalyst is CC#N. The product is [Cl:14][CH2:13][C@@H:15]([OH:17])[CH2:16][NH:1][C:2]1[CH:3]=[CH:4][C:5]2[S:10][CH2:9][C:8](=[O:11])[NH:7][C:6]=2[CH:12]=1. The yield is 0.640.